Predict the reaction yield, written as a fraction of the theoretical maximum amount of product (1.0 means a 100% yield; for example, 0.34 means a 34% yield). From a dataset of Reaction yield outcomes from USPTO patents with 853,638 reactions. (1) The reactants are [N:1]1[CH:6]=[CH:5][CH:4]=[CH:3][C:2]=1[C:7]1[N:11]=[C:10]([C:12]2[CH:17]=[C:16]([OH:18])[CH:15]=[C:14]([C:19]#[N:20])[CH:13]=2)[O:9][N:8]=1.C(=O)([O-])[O-].[K+].[K+].[CH3:27][O:28][CH2:29]Cl. The catalyst is CN(C)C=O.ClCCl. The product is [N:1]1[CH:6]=[CH:5][CH:4]=[CH:3][C:2]=1[C:7]1[N:11]=[C:10]([C:12]2[CH:17]=[C:16]([O:18][CH2:27][O:28][CH3:29])[CH:15]=[C:14]([C:19]#[N:20])[CH:13]=2)[O:9][N:8]=1. The yield is 0.540. (2) The reactants are Cl[C:2]1[C:3](=[O:16])[NH:4][C:5]2[C:10]([N:11]=1)=[CH:9][C:8]([C:12]([O:14][CH3:15])=[O:13])=[CH:7][CH:6]=2.[NH:17]1[CH2:21][CH2:20][CH2:19][CH2:18]1.CCN(C(C)C)C(C)C. The catalyst is CS(C)=O.O. The product is [O:16]=[C:3]1[C:2]([N:17]2[CH2:21][CH2:20][CH2:19][CH2:18]2)=[N:11][C:10]2[C:5](=[CH:6][CH:7]=[C:8]([C:12]([O:14][CH3:15])=[O:13])[CH:9]=2)[NH:4]1. The yield is 0.870. (3) The reactants are [Li+].[Br-:2].[CH3:3][N+:4]1([CH3:28])[C@@H:9]2[C@@H:10]3[O:12][C@@H:11]3[C@H:5]1[CH2:6][C@@H:7]([O:13][C:14]([C:16]([OH:27])([C:22]1[S:26][CH:25]=[CH:24][CH:23]=1)[C:17]1[S:21][CH:20]=[CH:19][CH:18]=1)=[O:15])[CH2:8]2.[O-:29]S(C(F)(F)F)(=O)=O. The catalyst is CC#N. The product is [CH3:3][N+:4]1([CH3:28])[C@@H:5]2[C@@H:11]3[O:12][C@@H:10]3[C@H:9]1[CH2:8][C@@H:7]([O:13][C:14]([C:16]([OH:27])([C:17]1[S:21][CH:20]=[CH:19][CH:18]=1)[C:22]1[S:26][CH:25]=[CH:24][CH:23]=1)=[O:15])[CH2:6]2.[OH2:29].[Br-:2]. The yield is 0.780.